The task is: Predict the reaction yield, written as a fraction of the theoretical maximum amount of product (1.0 means a 100% yield; for example, 0.34 means a 34% yield).. This data is from Reaction yield outcomes from USPTO patents with 853,638 reactions. (1) The reactants are [Cl:1][C:2]1[CH:3]=[CH:4][N:5]2[C:10]=1[C:9](=[O:11])[N:8]([C:12]1[CH:17]=[CH:16][CH:15]=[C:14]([F:18])[CH:13]=1)[C:7]([C@@H:19]1[CH2:23][C@@H:22]([OH:24])[CH2:21][N:20]1[C:25]([O:27][C:28]([CH3:31])([CH3:30])[CH3:29])=[O:26])=[N:6]2.[S:32](Cl)([C:35]1[CH:41]=[CH:40][C:38]([CH3:39])=[CH:37][CH:36]=1)(=[O:34])=[O:33]. The catalyst is N1C=CC=CC=1. The product is [Cl:1][C:2]1[CH:3]=[CH:4][N:5]2[C:10]=1[C:9](=[O:11])[N:8]([C:12]1[CH:17]=[CH:16][CH:15]=[C:14]([F:18])[CH:13]=1)[C:7]([C@@H:19]1[CH2:23][C@@H:22]([O:24][S:32]([C:35]3[CH:41]=[CH:40][C:38]([CH3:39])=[CH:37][CH:36]=3)(=[O:34])=[O:33])[CH2:21][N:20]1[C:25]([O:27][C:28]([CH3:31])([CH3:30])[CH3:29])=[O:26])=[N:6]2. The yield is 0.720. (2) The reactants are CCOCC.Br[C:7]1[CH:12]=[CH:11][C:10]([N:13]2[C:17]([CH3:18])=[CH:16][CH:15]=[C:14]2[CH3:19])=[CH:9][C:8]=1[C:20]([F:23])([F:22])[F:21].C([Li])CCC.[CH:29]([C:31]1[CH:36]=[CH:35][N:34]=[CH:33][CH:32]=1)=[O:30]. The catalyst is O1CCCC1. The product is [CH3:19][C:14]1[N:13]([C:10]2[CH:11]=[CH:12][C:7]([CH:29]([C:31]3[CH:36]=[CH:35][N:34]=[CH:33][CH:32]=3)[OH:30])=[C:8]([C:20]([F:23])([F:22])[F:21])[CH:9]=2)[C:17]([CH3:18])=[CH:16][CH:15]=1. The yield is 0.660.